This data is from Forward reaction prediction with 1.9M reactions from USPTO patents (1976-2016). The task is: Predict the product of the given reaction. (1) Given the reactants C[O:2][C:3](=[O:32])[C:4]([CH3:31])([NH:6][C:7](=[O:30])[C:8]1[CH:13]=[CH:12][C:11]([CH2:14][CH2:15][CH2:16][NH:17][C@@H:18]([C:20]2[C:29]3[C:24](=[CH:25][CH:26]=[CH:27][CH:28]=3)[CH:23]=[CH:22][CH:21]=2)[CH3:19])=[CH:10][CH:9]=1)[CH3:5].[Li+].[OH-], predict the reaction product. The product is: [CH3:5][C:4]([NH:6][C:7](=[O:30])[C:8]1[CH:9]=[CH:10][C:11]([CH2:14][CH2:15][CH2:16][NH:17][C@@H:18]([C:20]2[C:29]3[C:24](=[CH:25][CH:26]=[CH:27][CH:28]=3)[CH:23]=[CH:22][CH:21]=2)[CH3:19])=[CH:12][CH:13]=1)([CH3:31])[C:3]([OH:32])=[O:2]. (2) Given the reactants Cl[C:2]([O:4][CH3:5])=[O:3].[NH2:6][C:7]1[CH:8]=[CH:9][C:10]([N:13]2[CH2:29][CH2:28][CH2:27][C@@:15]3([C:19](=[O:20])[N:18]([CH:21]4[CH2:26][CH2:25][O:24][CH2:23][CH2:22]4)[CH2:17][CH2:16]3)[CH2:14]2)=[N:11][CH:12]=1.C(N(CC)C(C)C)(C)C.C(Cl)Cl, predict the reaction product. The product is: [CH3:5][O:4][C:2](=[O:3])[NH:6][C:7]1[CH:12]=[N:11][C:10]([N:13]2[CH2:29][CH2:28][CH2:27][C@@:15]3([C:19](=[O:20])[N:18]([CH:21]4[CH2:22][CH2:23][O:24][CH2:25][CH2:26]4)[CH2:17][CH2:16]3)[CH2:14]2)=[CH:9][CH:8]=1.